Dataset: TCR-epitope binding with 47,182 pairs between 192 epitopes and 23,139 TCRs. Task: Binary Classification. Given a T-cell receptor sequence (or CDR3 region) and an epitope sequence, predict whether binding occurs between them. (1) The epitope is YLNTLTLAV. The TCR CDR3 sequence is CASSQGTSDLYEQYF. Result: 0 (the TCR does not bind to the epitope). (2) The epitope is YLDAYNMMI. The TCR CDR3 sequence is CASSKFGGRPFYEQYF. Result: 1 (the TCR binds to the epitope). (3) The epitope is KLPDDFTGCV. Result: 1 (the TCR binds to the epitope). The TCR CDR3 sequence is CASSPGLETVNEKLFF. (4) The epitope is FLNGSCGSV. The TCR CDR3 sequence is CASSPILGGDSPLHF. Result: 1 (the TCR binds to the epitope).